Dataset: Forward reaction prediction with 1.9M reactions from USPTO patents (1976-2016). Task: Predict the product of the given reaction. Given the reactants Cl[C:2]1[CH:3]=[CH:4][C:5]([C:8]#[N:9])=[N:6][CH:7]=1.Cl.[NH:11]1[CH2:15][CH2:14][CH:13]([OH:16])[CH2:12]1.C([O-])([O-])=O.[K+].[K+], predict the reaction product. The product is: [OH:16][CH:13]1[CH2:14][CH2:15][N:11]([C:2]2[CH:3]=[CH:4][C:5]([C:8]#[N:9])=[N:6][CH:7]=2)[CH2:12]1.